The task is: Predict the reactants needed to synthesize the given product.. This data is from Full USPTO retrosynthesis dataset with 1.9M reactions from patents (1976-2016). (1) The reactants are: [C:1]([C:5]1[CH:6]=[C:7]([Mg]Br)[CH:8]=[C:9]([C:11]([CH3:14])([CH3:13])[CH3:12])[CH:10]=1)([CH3:4])([CH3:3])[CH3:2].Br[C:18]1[CH:26]=[C:25]([CH2:27][CH3:28])[CH:24]=[C:23]2[C:19]=1[CH2:20][CH:21]([CH3:31])[CH:22]2[O:29][CH3:30].O. Given the product [C:1]([C:5]1[CH:6]=[C:7]([C:18]2[CH:26]=[C:25]([CH2:27][CH3:28])[CH:24]=[C:23]3[C:19]=2[CH2:20][CH:21]([CH3:31])[CH:22]3[O:29][CH3:30])[CH:8]=[C:9]([C:11]([CH3:14])([CH3:13])[CH3:12])[CH:10]=1)([CH3:4])([CH3:3])[CH3:2], predict the reactants needed to synthesize it. (2) Given the product [F:1][C:2]([C:4]1[C:5]([C:21]([F:23])([F:24])[F:22])=[N:6][N:7]([CH2:12][C:13]2[CH:18]=[CH:17][C:16]([O:19][CH3:20])=[CH:15][CH:14]=2)[C:8]=1[C:9](=[O:11])/[C:30](/[Cl:35])=[N:36]\[NH2:38])=[CH2:3], predict the reactants needed to synthesize it. The reactants are: [F:1][C:2]([C:4]1[C:5]([C:21]([F:24])([F:23])[F:22])=[N:6][N:7]([CH2:12][C:13]2[CH:18]=[CH:17][C:16]([O:19][CH3:20])=[CH:15][CH:14]=2)[C:8]=1[C:9]([OH:11])=O)=[CH2:3].CN(C=O)C.[C:30]([Cl:35])(=O)C(Cl)=O.[N+:36]([N:38]=P(C1C=CC=CC=1)(C1C=CC=CC=1)C1C=CC=CC=1)#[C-].